This data is from Forward reaction prediction with 1.9M reactions from USPTO patents (1976-2016). The task is: Predict the product of the given reaction. Given the reactants [ClH:1].Cl.[C@H]1(C[N:14]2[CH2:19][CH2:18][CH:17]([NH:20][C:21]([C:23]3[NH:24][C:25]4[C:30]([CH:31]=3)=[C:29]([O:32][CH2:33][C:34]3[C:38]5[CH:39]=[CH:40][C:41]([F:43])=[CH:42][C:37]=5[O:36][CH:35]=3)[CH:28]=[CH:27][CH:26]=4)=[O:22])[CH2:16][CH2:15]2)[C@@H]2N(CCCC2)CCC1.Cl.Cl.Cl.NC1CCN([CH2:54][CH2:55][N:56]2[CH2:61][CH2:60][CH:59]([OH:62])[CH2:58][CH2:57]2)CC1, predict the reaction product. The product is: [ClH:1].[ClH:1].[OH:62][CH:59]1[CH2:60][CH2:61][N:56]([CH2:55][CH2:54][N:14]2[CH2:15][CH2:16][CH:17]([NH:20][C:21]([C:23]3[NH:24][C:25]4[C:30]([CH:31]=3)=[C:29]([O:32][CH2:33][C:34]3[C:38]5[CH:39]=[CH:40][C:41]([F:43])=[CH:42][C:37]=5[O:36][CH:35]=3)[CH:28]=[CH:27][CH:26]=4)=[O:22])[CH2:18][CH2:19]2)[CH2:57][CH2:58]1.